Dataset: Full USPTO retrosynthesis dataset with 1.9M reactions from patents (1976-2016). Task: Predict the reactants needed to synthesize the given product. Given the product [S:11]([NH:10][C:6]1[CH:5]=[C:4]([CH:9]=[CH:8][CH:7]=1)[CH2:3][NH:2][C:24]([NH:23][CH2:15][CH2:16][C:17]1[CH:22]=[CH:21][CH:20]=[CH:19][CH:18]=1)=[S:25])([CH3:14])(=[O:13])=[O:12], predict the reactants needed to synthesize it. The reactants are: Cl.[NH2:2][CH2:3][C:4]1[CH:5]=[C:6]([NH:10][S:11]([CH3:14])(=[O:13])=[O:12])[CH:7]=[CH:8][CH:9]=1.[CH2:15]([N:23]=[C:24]=[S:25])[CH2:16][C:17]1[CH:22]=[CH:21][CH:20]=[CH:19][CH:18]=1.